From a dataset of NCI-60 drug combinations with 297,098 pairs across 59 cell lines. Regression. Given two drug SMILES strings and cell line genomic features, predict the synergy score measuring deviation from expected non-interaction effect. (1) Drug 1: CC1=CC2C(CCC3(C2CCC3(C(=O)C)OC(=O)C)C)C4(C1=CC(=O)CC4)C. Drug 2: CC12CCC3C(C1CCC2OP(=O)(O)O)CCC4=C3C=CC(=C4)OC(=O)N(CCCl)CCCl.[Na+]. Cell line: T-47D. Synergy scores: CSS=9.76, Synergy_ZIP=-5.34, Synergy_Bliss=-3.67, Synergy_Loewe=-2.61, Synergy_HSA=-2.45. (2) Drug 1: C1=CC(=CC=C1CC(C(=O)O)N)N(CCCl)CCCl.Cl. Drug 2: CC1=C(N=C(N=C1N)C(CC(=O)N)NCC(C(=O)N)N)C(=O)NC(C(C2=CN=CN2)OC3C(C(C(C(O3)CO)O)O)OC4C(C(C(C(O4)CO)O)OC(=O)N)O)C(=O)NC(C)C(C(C)C(=O)NC(C(C)O)C(=O)NCCC5=NC(=CS5)C6=NC(=CS6)C(=O)NCCC[S+](C)C)O. Cell line: UACC-257. Synergy scores: CSS=-2.80, Synergy_ZIP=4.85, Synergy_Bliss=6.74, Synergy_Loewe=-6.97, Synergy_HSA=-5.05. (3) Drug 1: CC1C(C(CC(O1)OC2CC(OC(C2O)C)OC3=CC4=CC5=C(C(=O)C(C(C5)C(C(=O)C(C(C)O)O)OC)OC6CC(C(C(O6)C)O)OC7CC(C(C(O7)C)O)OC8CC(C(C(O8)C)O)(C)O)C(=C4C(=C3C)O)O)O)O. Drug 2: CN(CCCl)CCCl.Cl. Cell line: OVCAR-5. Synergy scores: CSS=52.2, Synergy_ZIP=5.18, Synergy_Bliss=5.84, Synergy_Loewe=-37.3, Synergy_HSA=-3.32.